This data is from Reaction yield outcomes from USPTO patents with 853,638 reactions. The task is: Predict the reaction yield, written as a fraction of the theoretical maximum amount of product (1.0 means a 100% yield; for example, 0.34 means a 34% yield). (1) The reactants are ClC1C=CC(O)=C(C2C(C#CC3C=CC(NC([C@H]4CCCCN4)=O)=CC=3)=CN(CCO)N=2)C=1.C(OC([N:41]1[CH2:46][CH2:45][O:44][CH2:43][CH:42]1[C:47](=[O:73])[NH:48][C:49]1[CH:54]=[CH:53][C:52]([C:55]#[C:56][C:57]2[C:58]([C:65]3[CH:70]=[C:69]([Cl:71])[CH:68]=[CH:67][C:66]=3[OH:72])=[N:59][N:60]([CH2:62][CH2:63][OH:64])[CH:61]=2)=[CH:51][CH:50]=1)=O)(C)(C)C.C(O)(C(F)(F)F)=O. The catalyst is C(Cl)Cl. The product is [Cl:71][C:69]1[CH:68]=[CH:67][C:66]([OH:72])=[C:65]([C:58]2[C:57]([C:56]#[C:55][C:52]3[CH:53]=[CH:54][C:49]([NH:48][C:47]([CH:42]4[CH2:43][O:44][CH2:45][CH2:46][NH:41]4)=[O:73])=[CH:50][CH:51]=3)=[CH:61][N:60]([CH2:62][CH2:63][OH:64])[N:59]=2)[CH:70]=1. The yield is 0.740. (2) The reactants are [C:1]([N:4]1[CH2:9][CH2:8][N:7]([C:10]2[CH:15]=[CH:14][C:13]([CH2:16][N:17]3[S:22](=[O:24])(=[O:23])[N:21](C(OC)=O)[CH2:20][CH2:19][CH:18]3[CH3:29])=[C:12]([F:30])[CH:11]=2)[CH2:6][CH2:5]1)(=[O:3])[CH3:2].[OH-].[Na+]. The catalyst is CO.O. The product is [C:1]([N:4]1[CH2:9][CH2:8][N:7]([C:10]2[CH:15]=[CH:14][C:13]([CH2:16][N:17]3[CH:18]([CH3:29])[CH2:19][CH2:20][NH:21][S:22]3(=[O:24])=[O:23])=[C:12]([F:30])[CH:11]=2)[CH2:6][CH2:5]1)(=[O:3])[CH3:2]. The yield is 0.820. (3) The reactants are [Br:1][C:2]1[CH:10]=[C:9]2[C:5]([CH:6]([C:12]3[CH:17]=[CH:16][CH:15]=[CH:14][C:13]=3[O:18][CH3:19])[O:7][C:8]2=[O:11])=[CH:4][CH:3]=1.[OH-].[K+].N1C=CC=CC=1.[Mn]([O-])(=O)(=O)=[O:29].[K+]. No catalyst specified. The product is [Br:1][C:2]1[CH:3]=[CH:4][C:5]([C:6](=[O:29])[C:12]2[CH:17]=[CH:16][CH:15]=[CH:14][C:13]=2[O:18][CH3:19])=[C:9]([CH:10]=1)[C:8]([OH:7])=[O:11]. The yield is 0.780.